This data is from Catalyst prediction with 721,799 reactions and 888 catalyst types from USPTO. The task is: Predict which catalyst facilitates the given reaction. (1) Reactant: [CH3:1][O:2][C:3]1[CH:4]=[C:5]([N:11]([CH3:25])[S:12]([C:15]2[CH:20]=[CH:19][C:18]([CH2:21][CH2:22][CH2:23]O)=[CH:17][CH:16]=2)(=[O:14])=[O:13])[CH:6]=[CH:7][C:8]=1[O:9][CH3:10].[C:26]1(=[O:36])[NH:30][C:29](=[O:31])[C:28]2=[CH:32][CH:33]=[CH:34][CH:35]=[C:27]12.C1(P(C2C=CC=CC=2)C2C=CC=CC=2)C=CC=CC=1.Cl. Product: [CH3:1][O:2][C:3]1[CH:4]=[C:5]([N:11]([CH3:25])[S:12]([C:15]2[CH:16]=[CH:17][C:18]([CH2:21][CH2:22][CH2:23][N:30]3[C:26](=[O:36])[C:27]4[C:28](=[CH:32][CH:33]=[CH:34][CH:35]=4)[C:29]3=[O:31])=[CH:19][CH:20]=2)(=[O:13])=[O:14])[CH:6]=[CH:7][C:8]=1[O:9][CH3:10]. The catalyst class is: 334. (2) Reactant: [CH:1]([C:4]1[C:5]([S:13]([C:16]2[CH:21]=[CH:20][C:19]([O:22][CH2:23][CH2:24][CH2:25]Br)=[CH:18][CH:17]=2)(=[O:15])=[O:14])=[C:6]2[N:11]([CH:12]=1)[CH:10]=[CH:9][CH:8]=[CH:7]2)([CH3:3])[CH3:2].[CH3:27][O:28][C:29]1[CH:30]=[C:31]([CH:33]=[C:34]([O:38][CH3:39])[C:35]=1[O:36][CH3:37])[NH2:32].C(N(CC)CC)C. Product: [CH:1]([C:4]1[C:5]([S:13]([C:16]2[CH:21]=[CH:20][C:19]([O:22][CH2:23][CH2:24][CH2:25][NH:32][C:31]3[CH:33]=[C:34]([O:38][CH3:39])[C:35]([O:36][CH3:37])=[C:29]([O:28][CH3:27])[CH:30]=3)=[CH:18][CH:17]=2)(=[O:15])=[O:14])=[C:6]2[N:11]([CH:12]=1)[CH:10]=[CH:9][CH:8]=[CH:7]2)([CH3:3])[CH3:2]. The catalyst class is: 93. (3) Reactant: [CH3:1][C:2]([CH3:13])([CH3:12])[C:3]([NH:5][C:6]1[CH:7]=[N:8][CH:9]=[CH:10][CH:11]=1)=[O:4].NCCCCN.C([Li])CCC.[I:25]I.[NH4+].[Cl-]. Product: [I:25][C:11]1[CH:10]=[CH:9][N:8]=[CH:7][C:6]=1[NH:5][C:3](=[O:4])[C:2]([CH3:13])([CH3:12])[CH3:1]. The catalyst class is: 27.